This data is from NCI-60 drug combinations with 297,098 pairs across 59 cell lines. The task is: Regression. Given two drug SMILES strings and cell line genomic features, predict the synergy score measuring deviation from expected non-interaction effect. (1) Drug 1: CC12CCC(CC1=CCC3C2CCC4(C3CC=C4C5=CN=CC=C5)C)O. Drug 2: CN1C2=C(C=C(C=C2)N(CCCl)CCCl)N=C1CCCC(=O)O.Cl. Cell line: UO-31. Synergy scores: CSS=34.0, Synergy_ZIP=13.4, Synergy_Bliss=14.2, Synergy_Loewe=15.8, Synergy_HSA=16.0. (2) Drug 1: C1=CC=C(C(=C1)C(C2=CC=C(C=C2)Cl)C(Cl)Cl)Cl. Drug 2: C1CN(P(=O)(OC1)NCCCl)CCCl. Cell line: OVCAR-8. Synergy scores: CSS=0.623, Synergy_ZIP=1.34, Synergy_Bliss=1.27, Synergy_Loewe=-1.28, Synergy_HSA=-1.000. (3) Drug 1: CNC(=O)C1=NC=CC(=C1)OC2=CC=C(C=C2)NC(=O)NC3=CC(=C(C=C3)Cl)C(F)(F)F. Drug 2: CC12CCC3C(C1CCC2OP(=O)(O)O)CCC4=C3C=CC(=C4)OC(=O)N(CCCl)CCCl.[Na+]. Cell line: A549. Synergy scores: CSS=8.66, Synergy_ZIP=5.42, Synergy_Bliss=6.16, Synergy_Loewe=-5.85, Synergy_HSA=-4.98. (4) Drug 1: C1=NC2=C(N=C(N=C2N1C3C(C(C(O3)CO)O)O)F)N. Drug 2: C1=CC=C(C(=C1)C(C2=CC=C(C=C2)Cl)C(Cl)Cl)Cl. Cell line: HCC-2998. Synergy scores: CSS=33.7, Synergy_ZIP=-3.36, Synergy_Bliss=-5.82, Synergy_Loewe=-19.5, Synergy_HSA=-6.16. (5) Drug 1: CC1=CC2C(CCC3(C2CCC3(C(=O)C)OC(=O)C)C)C4(C1=CC(=O)CC4)C. Drug 2: CCC(=C(C1=CC=CC=C1)C2=CC=C(C=C2)OCCN(C)C)C3=CC=CC=C3.C(C(=O)O)C(CC(=O)O)(C(=O)O)O. Cell line: HS 578T. Synergy scores: CSS=-8.16, Synergy_ZIP=3.55, Synergy_Bliss=0.578, Synergy_Loewe=-5.40, Synergy_HSA=-5.40.